This data is from Forward reaction prediction with 1.9M reactions from USPTO patents (1976-2016). The task is: Predict the product of the given reaction. (1) Given the reactants [CH2:1]([O:3][C:4](=[O:20])[CH:5]([C:11]1[CH:16]=[N:15][C:14]([N+:17]([O-])=O)=[CH:13][N:12]=1)[C:6]([O:8][CH2:9][CH3:10])=[O:7])[CH3:2].C([O-])=O.[NH4+], predict the reaction product. The product is: [CH2:1]([O:3][C:4](=[O:20])[CH:5]([C:11]1[CH:16]=[N:15][C:14]([NH2:17])=[CH:13][N:12]=1)[C:6]([O:8][CH2:9][CH3:10])=[O:7])[CH3:2]. (2) Given the reactants [F:1][C:2]1[CH:7]=[CH:6][C:5]([N:8]2[CH2:13][CH2:12][NH:11][CH2:10][CH2:9]2)=[C:4]([C:14]([F:17])([F:16])[F:15])[CH:3]=1.[Cl:18][C:19]1[CH:24]=[CH:23][C:22]([S:25](Cl)(=[O:27])=[O:26])=[CH:21][CH:20]=1.C(N(C(C)C)CC)(C)C, predict the reaction product. The product is: [Cl:18][C:19]1[CH:24]=[CH:23][C:22]([S:25]([N:11]2[CH2:12][CH2:13][N:8]([C:5]3[CH:6]=[CH:7][C:2]([F:1])=[CH:3][C:4]=3[C:14]([F:16])([F:15])[F:17])[CH2:9][CH2:10]2)(=[O:27])=[O:26])=[CH:21][CH:20]=1. (3) Given the reactants [CH:1]1([C:4]2[N:5]=[C:6]3[CH:11]=[CH:10][C:9](I)=[CH:8][N:7]3[C:13]=2[CH3:14])[CH2:3][CH2:2]1.[CH2:15]([O:22][C:23]1[CH:28]=[CH:27][NH:26][C:25](=[O:29])[CH:24]=1)[C:16]1[CH:21]=[CH:20][CH:19]=[CH:18][CH:17]=1.CNCCNC.C(=O)([O-])[O-].[K+].[K+], predict the reaction product. The product is: [CH2:15]([O:22][C:23]1[CH:28]=[CH:27][N:26]([C:9]2[CH:10]=[CH:11][C:6]3[N:7]([C:13]([CH3:14])=[C:4]([CH:1]4[CH2:3][CH2:2]4)[N:5]=3)[CH:8]=2)[C:25](=[O:29])[CH:24]=1)[C:16]1[CH:17]=[CH:18][CH:19]=[CH:20][CH:21]=1. (4) Given the reactants [C:1]([CH:3]([CH:7]1[C:11]([Cl:12])=[C:10](Cl)C(=O)O1)[C:4]([NH2:6])=[O:5])#[N:2].Cl.[S:16]1[CH:20]=[CH:19][C:18]([CH:21]([NH2:23])[CH3:22])=[CH:17]1.C(N(CC)CC)C, predict the reaction product. The product is: [ClH:12].[Cl:12][C:11]1[CH:7]=[C:3]([C:4]([NH2:6])=[O:5])[C:1](=[NH:2])[N:23]([CH:21]([C:18]2[CH:19]=[CH:20][S:16][CH:17]=2)[CH3:22])[CH:10]=1. (5) Given the reactants CS(O[CH2:6][C:7]1[C:12]([O:13][C:14]([F:17])([F:16])[F:15])=[CH:11][N:10]=[C:9]([Cl:18])[CH:8]=1)(=O)=O.CN(C)C=O.[Na+].[I-].[C:26]([O:30][C:31]([N:33]([K])[C:34](=[O:40])[O:35][C:36]([CH3:39])([CH3:38])[CH3:37])=[O:32])([CH3:29])([CH3:28])[CH3:27], predict the reaction product. The product is: [C:26]([O:30][C:31]([N:33]([CH2:6][C:7]1[C:12]([O:13][C:14]([F:17])([F:16])[F:15])=[CH:11][N:10]=[C:9]([Cl:18])[CH:8]=1)[C:34](=[O:40])[O:35][C:36]([CH3:39])([CH3:38])[CH3:37])=[O:32])([CH3:29])([CH3:28])[CH3:27]. (6) Given the reactants [N+](C1C=CC(C([O:10][C@@H:11]([C:16]([O:18][CH3:19])=[O:17])[CH2:12][CH:13]([CH3:15])[CH3:14])=O)=CC=1)([O-])=O.C[O-].[Na+].C([O-])(=O)C.[NH4+], predict the reaction product. The product is: [OH:10][C@H:11]([CH2:12][CH:13]([CH3:15])[CH3:14])[C:16]([O:18][CH3:19])=[O:17]. (7) Given the reactants [C:1]([O:5][C:6](=[O:20])[NH:7][C:8]1[CH:13]=[CH:12][C:11]([C:14]2[CH:18]=[CH:17][O:16][CH:15]=2)=[CH:10][C:9]=1[NH2:19])([CH3:4])([CH3:3])[CH3:2].C([O:23][C:24](=O)[CH2:25][C:26]([C:28]1[CH:33]=[CH:32][CH:31]=[C:30]([C:34]#[N:35])[CH:29]=1)=[O:27])C, predict the reaction product. The product is: [C:1]([O:5][C:6](=[O:20])[NH:7][C:8]1[CH:13]=[CH:12][C:11]([C:14]2[CH:18]=[CH:17][O:16][CH:15]=2)=[CH:10][C:9]=1[NH:19][C:24](=[O:23])[CH2:25][C:26]([C:28]1[CH:33]=[CH:32][CH:31]=[C:30]([C:34]#[N:35])[CH:29]=1)=[O:27])([CH3:4])([CH3:2])[CH3:3].